From a dataset of Full USPTO retrosynthesis dataset with 1.9M reactions from patents (1976-2016). Predict the reactants needed to synthesize the given product. Given the product [C:34]1([C:57]2[CH:58]=[CH:59][CH:60]=[CH:61][CH:62]=2)[CH:39]=[CH:38][C:37]([C:40]2[CH:41]=[C:42]([CH2:51][N:11]3[CH2:12][CH2:13][N:8]([CH3:6])[CH2:9][CH2:10]3)[C:43](=[O:50])[N:44]([CH2:46][CH:47]([CH3:49])[CH3:48])[N:45]=2)=[CH:36][CH:35]=1, predict the reactants needed to synthesize it. The reactants are: C(O[C:6]([N:8]1[CH2:13][CH2:12][N:11](C2C(=O)N(CC(C)C)N=C(C3C=CC(C)=C(F)C=3)C=2C)[CH2:10][CH2:9]1)=O)(C)(C)C.[C:34]1([C:57]2[CH:62]=[CH:61][CH:60]=[CH:59][CH:58]=2)[CH:39]=[CH:38][C:37]([C:40]2[CH:41]=[C:42]([CH2:51]OS(C)(=O)=O)[C:43](=[O:50])[N:44]([CH2:46][CH:47]([CH3:49])[CH3:48])[N:45]=2)=[CH:36][CH:35]=1.CN1CCNCC1.